From a dataset of Catalyst prediction with 721,799 reactions and 888 catalyst types from USPTO. Predict which catalyst facilitates the given reaction. (1) Reactant: C1(P([N:15]=[N+:16]=[N-:17])(C2C=CC=CC=2)=O)C=CC=CC=1.[C:18]([O:22][C:23](=[O:65])[N:24]([C@@H:47]([CH3:64])[C@H:48]([C:50]1[CH:55]=[C:54]([C:56]([F:59])([F:58])[F:57])[CH:53]=[C:52]([C:60]([F:63])([F:62])[F:61])[CH:51]=1)O)[CH2:25][C:26]1[CH:31]=[C:30]([C:32]([F:35])([F:34])[F:33])[CH:29]=[CH:28][C:27]=1C1C=C(C(C)C)C=CC=1OC)([CH3:21])([CH3:20])[CH3:19].[CH:83]1[CH:84]=[CH:79]C(P([C:79]2[CH:84]=[CH:83][CH:82]=[CH:81]C=2)[C:83]2[CH:84]=[CH:79]C=[CH:81][CH:82]=2)=[CH:81][CH:82]=1.N(C(OCC)=O)=N[C:87](OCC)=O.[CH2:97]1[CH2:101][O:100][CH2:99][CH2:98]1. Product: [C:18]([O:22][C:23](=[O:65])[N:24]([C@@H:47]([CH3:64])[C@H:48]([N:15]=[N+:16]=[N-:17])[C:50]1[CH:51]=[C:52]([C:60]([F:62])([F:61])[F:63])[CH:53]=[C:54]([C:56]([F:57])([F:58])[F:59])[CH:55]=1)[CH2:25][C:26]1[CH:31]=[C:30]([C:32]([F:33])([F:34])[F:35])[CH:29]=[CH:28][C:27]=1[C:97]1[CH:98]=[C:83]([CH:82]([CH3:81])[CH3:87])[CH:84]=[CH:79][C:101]=1[O:100][CH3:99])([CH3:19])([CH3:20])[CH3:21]. The catalyst class is: 25. (2) The catalyst class is: 5. Product: [ClH:35].[ClH:35].[CH2:32]([N:30]1[CH:31]=[C:27]([NH:26][C:25](=[O:34])[C:21]2[CH:22]=[CH:23][CH:24]=[C:19]([C@@H:17]3[CH2:18][C@H:16]3[NH:8][CH2:7][CH:4]3[CH2:5][CH2:6][O:1][CH2:2][CH2:3]3)[CH:20]=2)[CH:28]=[N:29]1)[CH3:33]. Reactant: [O:1]1[CH2:6][CH2:5][CH:4]([CH2:7][N:8]([C@@H:16]2[CH2:18][C@H:17]2[C:19]2[CH:24]=[CH:23][CH:22]=[C:21]([C:25](=[O:34])[NH:26][C:27]3[CH:28]=[N:29][N:30]([CH2:32][CH3:33])[CH:31]=3)[CH:20]=2)C(=O)OC(C)(C)C)[CH2:3][CH2:2]1.[ClH:35].C(OCC)(=O)C. (3) Reactant: [CH2:1]([CH:5]([C:11]([O:13]CC)=O)[C:6]([O:8]CC)=O)[CH2:2][CH2:3][CH3:4].[Na].[CH3:17][O:18][C:19]1[CH:24]=[CH:23][C:22]([NH:25][NH:26][C:27]2[CH:32]=[CH:31][CH:30]=[CH:29][CH:28]=2)=[CH:21][CH:20]=1. Product: [CH2:1]([CH:5]1[C:6](=[O:8])[N:25]([C:22]2[CH:21]=[CH:20][C:19]([O:18][CH3:17])=[CH:24][CH:23]=2)[N:26]([C:27]2[CH:28]=[CH:29][CH:30]=[CH:31][CH:32]=2)[C:11]1=[O:13])[CH2:2][CH2:3][CH3:4]. The catalyst class is: 8. (4) Reactant: [Cl:1][C:2]1=[N:3][C:4]2[CH:16]=[C:15]([C:17](Cl)=[O:18])[CH:14]=[CH:13][C:5]=2[S:6][C:7]2[CH:12]=[CH:11][CH:10]=[CH:9][C:8]1=2.C(N(CC)CC)C.[F:27][CH2:28][CH2:29][NH2:30]. Product: [Cl:1][C:2]1=[N:3][C:4]2[CH:16]=[C:15]([C:17]([NH:30][CH2:29][CH2:28][F:27])=[O:18])[CH:14]=[CH:13][C:5]=2[S:6][C:7]2[CH:12]=[CH:11][CH:10]=[CH:9][C:8]1=2. The catalyst class is: 4.